This data is from Forward reaction prediction with 1.9M reactions from USPTO patents (1976-2016). The task is: Predict the product of the given reaction. (1) Given the reactants [CH:1]1([C:6]([OH:8])=O)[CH2:5][CH2:4][CH2:3][CH2:2]1.CN(C(ON1N=NC2C=CC=CC1=2)=[N+](C)C)C.[B-](F)(F)(F)F.CCN(C(C)C)C(C)C.[C:40]([C:42]1[CH:43]=[C:44]([CH:64]=[CH:65][CH:66]=1)[C:45]([NH:47][C:48]1[CH:49]=[C:50]2[C:54](=[CH:55][CH:56]=1)[N:53]([CH3:57])[CH:52]=[C:51]2[CH:58]1[CH2:63][CH2:62][NH:61][CH2:60][CH2:59]1)=[O:46])#[N:41], predict the reaction product. The product is: [C:40]([C:42]1[CH:43]=[C:44]([CH:64]=[CH:65][CH:66]=1)[C:45]([NH:47][C:48]1[CH:49]=[C:50]2[C:54](=[CH:55][CH:56]=1)[N:53]([CH3:57])[CH:52]=[C:51]2[CH:58]1[CH2:63][CH2:62][N:61]([C:6]([CH:1]2[CH2:2][CH2:3][CH2:4][CH2:5]2)=[O:8])[CH2:60][CH2:59]1)=[O:46])#[N:41]. (2) Given the reactants [Cl:1][C:2]1[C:3]([NH2:8])=[N:4][CH:5]=[CH:6][N:7]=1.Br[CH:10]([C:20]1[CH:25]=[CH:24][N:23]=[C:22]([S:26][CH3:27])[N:21]=1)[C:11]([C:13]1[CH:18]=[CH:17][C:16]([F:19])=[CH:15][CH:14]=1)=O, predict the reaction product. The product is: [Cl:1][C:2]1[C:3]2[N:4]([C:10]([C:20]3[CH:25]=[CH:24][N:23]=[C:22]([S:26][CH3:27])[N:21]=3)=[C:11]([C:13]3[CH:14]=[CH:15][C:16]([F:19])=[CH:17][CH:18]=3)[N:8]=2)[CH:5]=[CH:6][N:7]=1. (3) Given the reactants [CH2:1]([O:8][C:9]1[CH:10]=[C:11]([C:15]2[N:20]=[C:19]([N:21]3[CH2:26][CH2:25][O:24][CH2:23][C:22]3=[O:27])[C:18]([N+:28]([O-:30])=[O:29])=[C:17]([CH3:31])[N:16]=2)[CH:12]=[CH:13][CH:14]=1)[C:2]1[CH:7]=[CH:6][CH:5]=[CH:4][CH:3]=1.CO[CH:34](OC)[N:35]([CH3:37])[CH3:36].CC(C)=O, predict the reaction product. The product is: [CH2:1]([O:8][C:9]1[CH:10]=[C:11]([C:15]2[N:20]=[C:19]([N:21]3[CH2:26][CH2:25][O:24][CH2:23][C:22]3=[O:27])[C:18]([N+:28]([O-:30])=[O:29])=[C:17](/[CH:31]=[CH:34]/[N:35]([CH3:37])[CH3:36])[N:16]=2)[CH:12]=[CH:13][CH:14]=1)[C:2]1[CH:3]=[CH:4][CH:5]=[CH:6][CH:7]=1.